From a dataset of Full USPTO retrosynthesis dataset with 1.9M reactions from patents (1976-2016). Predict the reactants needed to synthesize the given product. Given the product [F:30][C:20]1[CH:19]=[C:18]([CH:23]=[C:22]([N:24]2[CH2:29][CH2:28][CH2:27][CH2:26][CH2:25]2)[CH:21]=1)[C:17]([NH:16][C:9]1[C:10]2[C:15](=[CH:14][CH:13]=[CH:12][CH:11]=2)[C:6]([O:5][CH2:4][CH2:3][CH2:2][N:35]2[CH2:36][CH2:37][NH:32][C:33](=[O:38])[CH2:34]2)=[CH:7][CH:8]=1)=[O:31], predict the reactants needed to synthesize it. The reactants are: Cl[CH2:2][CH2:3][CH2:4][O:5][C:6]1[C:15]2[C:10](=[CH:11][CH:12]=[CH:13][CH:14]=2)[C:9]([NH:16][C:17](=[O:31])[C:18]2[CH:23]=[C:22]([N:24]3[CH2:29][CH2:28][CH2:27][CH2:26][CH2:25]3)[CH:21]=[C:20]([F:30])[CH:19]=2)=[CH:8][CH:7]=1.[NH:32]1[CH2:37][CH2:36][NH:35][CH2:34][C:33]1=[O:38].